From a dataset of Peptide-MHC class II binding affinity with 134,281 pairs from IEDB. Regression. Given a peptide amino acid sequence and an MHC pseudo amino acid sequence, predict their binding affinity value. This is MHC class II binding data. (1) The peptide sequence is DSVTPMILKAQKGGNL. The MHC is DRB1_0101 with pseudo-sequence DRB1_0101. The binding affinity (normalized) is 0.565. (2) The peptide sequence is VDPTDYFRNEQSIPP. The MHC is DRB1_0701 with pseudo-sequence DRB1_0701. The binding affinity (normalized) is 0.208. (3) The peptide sequence is VPRDLEVVAATPTSL. The MHC is HLA-DPA10103-DPB10301 with pseudo-sequence HLA-DPA10103-DPB10301. The binding affinity (normalized) is 0.534. (4) The peptide sequence is FNNFTVSFWLRVPKV. The MHC is HLA-DQA10301-DQB10302 with pseudo-sequence HLA-DQA10301-DQB10302. The binding affinity (normalized) is 0.168. (5) The peptide sequence is RLNDTWKLERAVLGEVK. The MHC is DRB4_0101 with pseudo-sequence DRB4_0103. The binding affinity (normalized) is 0.145. (6) The peptide sequence is AFFVAATAANAAPAN. The MHC is HLA-DPA10103-DPB10301 with pseudo-sequence HLA-DPA10103-DPB10301. The binding affinity (normalized) is 0.607.